Dataset: Experimentally validated miRNA-target interactions with 360,000+ pairs, plus equal number of negative samples. Task: Binary Classification. Given a miRNA mature sequence and a target amino acid sequence, predict their likelihood of interaction. (1) The miRNA is rno-miR-92b-3p with sequence UAUUGCACUCGUCCCGGCCUCC. The protein sequence of the target gene is MSPLLRRLLLAALLQLAPAQAPVSQPDAPGHQRKVVSWIDVYTRATCQPREVVVPLTVELMGTVAKQLVPSCVTVQRCGGCCPDDGLECVPTGQHQVRMQILMIRYPSSQLGEMSLEEHSQCECRPKKKDSAVKPDRAATPHHRPQPRSVPGWDSAPGAPSPADITHPTPAPGPSAHAAPSTTSALTPGPAAAAADAAASSVAKGGA. Result: 0 (no interaction). (2) The miRNA is hsa-miR-6883-5p with sequence AGGGAGGGUGUGGUAUGGAUGU. The protein sequence of the target gene is MGIMAASRPLSRFWEWGKNIVCVGRNYADHVREMRSAVLSEPVLFLKPSTAYAPEGSPILMPAYTRNLHHELELGVVMGKRCRAVPEAAAMDYVGGYALCLDMTARDVQDECKKKGLPWTLAKSFTASCPVSAFVPKEKIPDPHKLKLWLKVNGELRQEGETSSMIFSIPYIISYVSKIITLEEGDIILTGTPKGVGPVKENDEIEAGIHGLVSMTFKVEKPEY. Result: 1 (interaction). (3) The miRNA is hsa-miR-6771-5p with sequence CUCGGGAGGGCAUGGGCCAGGC. The protein sequence of the target gene is MLEPQENGVIDLPDYEHVEDETFPPFPPPASPERQDGEGTEPDEESGNGAPVRVPPKRTVKRNIPKLDAQRLISERGLPALRHVFDKAKFKGKGHEAEDLKMLIRHMEHWAHRLFPKLQFEDFIDRVEYLGSKKEVQTCLKRIRLDLPILHEDFVSNNDEVAENNEHDVTSTELDPFLTNLSESEMFASELSRSLTEEQQQRIERNKQLALERRQAKLLSNSQTLGNDMLMNTPRAHTVEEVNTDEDQKEESNGLNEDILDNPCNDAIANTLNEEETLLDQSFKNVQQQLDATSRNITEA.... Result: 1 (interaction). (4) The miRNA is hsa-miR-6734-3p with sequence CCCUUCCCUCACUCUUCUCUCAG. The protein sequence of the target gene is MNYSLHLAFVCLSLFTERMCIQGSQFNVEVGRSDKLSLPGFENLTAGYNKFLRPNFGGEPVQIALTLDIASISSISESNMDYTATIYLRQRWMDQRLVFEGNKSFTLDARLVEFLWVPDTYIVESKKSFLHEVTVGNRLIRLFSNGTVLYALRITTTVACNMDLSKYPMDTQTCKLQLESWGYDGNDVEFTWLRGNDSVRGLEHLRLAQYTIERYFTLVTRSQQETGNYTRLVLQFELRRNVLYFILETYVPSTFLVVLSWVSFWISLDSVPARTCIGVTTVLSMTTLMIGSRTSLPNTN.... Result: 0 (no interaction). (5) The miRNA is hsa-miR-1282 with sequence UCGUUUGCCUUUUUCUGCUU. The protein sequence of the target gene is MNIFRISADMSHLLAIIILLLKIWKSRSCSGISARSQILFALVFTARYLDLFSTYISLYNTTMKITFLAATYATVYLMFFKFRSTYMRESDTFRVELLIVPAAILALLINHDFAPFELLWTFSIYLEAVAILPQLFLLQSTGSAEVITAHYLFALGSYRALYIFNWIYRYYTEDYFDPIVVVAGIVQTVLYADFFYLYVTRVVQTRKGMELPI. Result: 0 (no interaction). (6) The miRNA is cel-miR-1829a-3p with sequence CAACCAUUGGAAUUUCUCUAUU. The protein sequence of the target gene is MEQGYGGYGAWSAGPANTQGTYGSGMTSWQGYENYNYYNAQNTSVPAGTPYSYGPASWEATKTNDGGLAAGSPAMHVASFAPEPCTDNSDSLIAKINQRLDMLSKEGGRGGISSGGEGVQDRDSSFRFQPYESYDARPCIPEHNPYRPGYGYDYDFDLGTDRNGSFGGTFNDCRDPAPERGSLDGFLRGRGQGRFQDRSNSSTFIRSDPFMPPSASEPLSTTWNELNYMGGRGLGGPSTSRPPPSLFSQSMAPDYSMMGMQGVGGFGGTMPYGCGRSQTRIRDWPRRRGFERFGPDNMGR.... Result: 0 (no interaction).